The task is: Predict the product of the given reaction.. This data is from Forward reaction prediction with 1.9M reactions from USPTO patents (1976-2016). Given the reactants [NH2:1][CH2:2][CH2:3][NH:4][C:5](=[O:11])[O:6][C:7]([CH3:10])([CH3:9])[CH3:8].C(=O)([O-])[O-].[Na+].[Na+].Br[CH2:19][CH2:20][NH:21][C:22]([C:35]1[CH:40]=[CH:39][CH:38]=[CH:37][CH:36]=1)([C:29]1[CH:34]=[CH:33][CH:32]=[CH:31][CH:30]=1)[C:23]1[CH:28]=[CH:27][CH:26]=[CH:25][CH:24]=1.C(OCC)C, predict the reaction product. The product is: [C:22]([NH:21][CH2:20][CH2:19][NH:1][CH2:2][CH2:3][NH:4][C:5](=[O:11])[O:6][C:7]([CH3:8])([CH3:10])[CH3:9])([C:29]1[CH:30]=[CH:31][CH:32]=[CH:33][CH:34]=1)([C:35]1[CH:40]=[CH:39][CH:38]=[CH:37][CH:36]=1)[C:23]1[CH:24]=[CH:25][CH:26]=[CH:27][CH:28]=1.